From a dataset of Forward reaction prediction with 1.9M reactions from USPTO patents (1976-2016). Predict the product of the given reaction. (1) Given the reactants Br[C:2]1[CH:10]=[CH:9][CH:8]=[C:7]2[C:3]=1[C:4]1[CH:14]=[CH:13][CH:12]=[N:11][C:5]=1[NH:6]2.[C:15]1([SH:21])[CH:20]=[CH:19][CH:18]=[CH:17][CH:16]=1.[C:22](=O)([O-])[O-].[Cs+].[Cs+].C[N:29]([CH:31]=[O:32])C, predict the reaction product. The product is: [N:11]1[C:5]2[NH:6][C:7]3[C:3]([C:4]=2[CH:14]=[CH:13][CH:12]=1)=[C:2]([S:21][C:15]1[CH:20]=[CH:19][C:18]([NH:29][C:31](=[O:32])[CH3:22])=[CH:17][CH:16]=1)[CH:10]=[CH:9][CH:8]=3. (2) The product is: [CH2:7]([C:9]1[C:21]([CH2:22][OH:23])=[C:12]2[C:13]3[CH:19]=[C:18]([CH3:20])[O:17][C:14]=3[CH:15]=[CH:16][N:11]2[N:10]=1)[CH3:8]. Given the reactants [H-].[Al+3].[Li+].[H-].[H-].[H-].[CH2:7]([C:9]1[C:21]([C:22](OCC)=[O:23])=[C:12]2[C:13]3[CH:19]=[C:18]([CH3:20])[O:17][C:14]=3[CH:15]=[CH:16][N:11]2[N:10]=1)[CH3:8].O.O.O.O.O.O.O.O.O.O.S([O-])([O-])(=O)=O.[Na+].[Na+], predict the reaction product. (3) Given the reactants [H-].[Na+].[N:3]1([CH2:8][C:9]2[CH:14]=[CH:13][C:12]([C:15]3[CH:19]=[C:18]([CH2:20][CH:21]([CH3:23])[CH3:22])[S:17][C:16]=3[C:24]([NH2:26])=[O:25])=[CH:11][CH:10]=2)[CH:7]=[CH:6][N:5]=[CH:4]1.[CH2:27]([S:31](Cl)(=[O:33])=[O:32])[CH2:28][CH2:29][CH3:30], predict the reaction product. The product is: [CH2:27]([S:31]([NH:26][C:24]([C:16]1[S:17][C:18]([CH2:20][CH:21]([CH3:22])[CH3:23])=[CH:19][C:15]=1[C:12]1[CH:13]=[CH:14][C:9]([CH2:8][N:3]2[CH:7]=[CH:6][N:5]=[CH:4]2)=[CH:10][CH:11]=1)=[O:25])(=[O:33])=[O:32])[CH2:28][CH2:29][CH3:30].